This data is from Retrosynthesis with 50K atom-mapped reactions and 10 reaction types from USPTO. The task is: Predict the reactants needed to synthesize the given product. (1) Given the product Cc1ccc(S(=O)(=O)OC2CCC(OCc3ccccc3)CC2)cc1, predict the reactants needed to synthesize it. The reactants are: BrCc1ccccc1.Cc1ccc(S(=O)(=O)OC2CCC(O)CC2)cc1. (2) The reactants are: COc1ccc(C(C#N)(CCCCCN2C(=O)c3ccccc3C2=O)Sc2ccc(C)cc2)cc1OC. Given the product COc1ccc(C(C#N)(CCCCCN)Sc2ccc(C)cc2)cc1OC, predict the reactants needed to synthesize it. (3) Given the product Cc1cc(C)c2c(c1)[C@@H](N(Cc1cc(C(F)(F)F)cc(C(F)(F)F)c1)c1nnn(C)n1)CCCN2C(=O)OCc1ccccc1, predict the reactants needed to synthesize it. The reactants are: Cc1cc(C)c2c(c1)[C@@H](Nc1nnn(C)n1)CCCN2C(=O)OCc1ccccc1.FC(F)(F)c1cc(CBr)cc(C(F)(F)F)c1. (4) Given the product COC(=O)c1ccc(Cl)c2nc3n(c12)CCCCN3c1ncc(Cl)cc1Cl, predict the reactants needed to synthesize it. The reactants are: COC(=O)c1ccc(Cl)c2nc(Nc3ncc(Cl)cc3Cl)n(CCCCO)c12.